From a dataset of CYP1A2 inhibition data for predicting drug metabolism from PubChem BioAssay. Regression/Classification. Given a drug SMILES string, predict its absorption, distribution, metabolism, or excretion properties. Task type varies by dataset: regression for continuous measurements (e.g., permeability, clearance, half-life) or binary classification for categorical outcomes (e.g., BBB penetration, CYP inhibition). Dataset: cyp1a2_veith. (1) The result is 0 (non-inhibitor). The compound is CN(c1ccccc1)c1ccc(/C=c2\s/c(=C(/C#N)C(=O)C(C)(C)C)n(Cc3ccco3)c2=O)cc1. (2) The compound is CSc1nc2ccc3nc(NC(=O)c4cccs4)sc3c2s1. The result is 1 (inhibitor). (3) The molecule is COc1ccc(C(=O)N2CCC3(CC2)CN(c2ncccn2)C3)cc1. The result is 0 (non-inhibitor). (4) The molecule is O=C(Nc1ccc(Cl)c(C(F)(F)F)c1)C1CCCN(S(=O)(=O)c2cnc[nH]2)C1. The result is 1 (inhibitor).